Dataset: Full USPTO retrosynthesis dataset with 1.9M reactions from patents (1976-2016). Task: Predict the reactants needed to synthesize the given product. (1) Given the product [CH3:26][C:20]1[N:21]=[CH:22][CH:23]=[CH:24][C:19]=1[C:18]([NH2:17])=[O:27], predict the reactants needed to synthesize it. The reactants are: C(NC1C=C([NH:17][C:18](=[O:27])[C:19]2[CH:24]=[CH:23][C:22](Cl)=[N:21][C:20]=2[CH3:26])C=CC=1Cl)(=O)C1C=CC=CC=1.C[C@H]1CNC[C@@H](C)N1. (2) Given the product [F:42][C:13]1[C:12]([O:11][CH2:10][CH2:9][OH:8])=[CH:17][C:16]([O:18][CH3:19])=[CH:15][C:14]=1[CH:20]([NH:33][C:34]1[CH:35]=[CH:36][C:37]([C:38]#[N:39])=[CH:40][CH:41]=1)[C:21]1[NH:25][C:24](=[O:26])[N:23]([C:27]2[N:28]=[CH:29][CH:30]=[CH:31][N:32]=2)[N:22]=1, predict the reactants needed to synthesize it. The reactants are: [Si]([O:8][CH2:9][CH2:10][O:11][C:12]1[C:13]([F:42])=[C:14]([CH:20]([NH:33][C:34]2[CH:41]=[CH:40][C:37]([C:38]#[N:39])=[CH:36][CH:35]=2)[C:21]2[NH:25][C:24](=[O:26])[N:23]([C:27]3[N:32]=[CH:31][CH:30]=[CH:29][N:28]=3)[N:22]=2)[CH:15]=[C:16]([O:18][CH3:19])[CH:17]=1)(C(C)(C)C)(C)C. (3) Given the product [NH2:10][C:11]1([CH3:25])[CH2:16][CH2:15][N:14]([C:17]2[CH:22]=[CH:21][C:20]([C:23]#[N:24])=[CH:19][N:18]=2)[CH2:13][CH2:12]1, predict the reactants needed to synthesize it. The reactants are: C(OC(=O)[NH:10][C:11]1([CH3:25])[CH2:16][CH2:15][N:14]([C:17]2[CH:22]=[CH:21][C:20]([C:23]#[N:24])=[CH:19][N:18]=2)[CH2:13][CH2:12]1)C1C=CC=CC=1.C[Si](I)(C)C.